Dataset: NCI-60 drug combinations with 297,098 pairs across 59 cell lines. Task: Regression. Given two drug SMILES strings and cell line genomic features, predict the synergy score measuring deviation from expected non-interaction effect. (1) Drug 1: CC1C(C(CC(O1)OC2CC(CC3=C2C(=C4C(=C3O)C(=O)C5=C(C4=O)C(=CC=C5)OC)O)(C(=O)C)O)N)O.Cl. Drug 2: C1=NC2=C(N=C(N=C2N1C3C(C(C(O3)CO)O)O)F)N. Cell line: SF-268. Synergy scores: CSS=19.0, Synergy_ZIP=-5.97, Synergy_Bliss=-2.88, Synergy_Loewe=-26.2, Synergy_HSA=-5.38. (2) Drug 1: C1C(C(OC1N2C=C(C(=O)NC2=O)F)CO)O. Drug 2: B(C(CC(C)C)NC(=O)C(CC1=CC=CC=C1)NC(=O)C2=NC=CN=C2)(O)O. Cell line: TK-10. Synergy scores: CSS=11.5, Synergy_ZIP=1.28, Synergy_Bliss=-3.29, Synergy_Loewe=-26.2, Synergy_HSA=-4.40. (3) Drug 1: CC(C1=C(C=CC(=C1Cl)F)Cl)OC2=C(N=CC(=C2)C3=CN(N=C3)C4CCNCC4)N. Drug 2: COCCOC1=C(C=C2C(=C1)C(=NC=N2)NC3=CC=CC(=C3)C#C)OCCOC.Cl. Cell line: K-562. Synergy scores: CSS=40.3, Synergy_ZIP=4.40, Synergy_Bliss=4.64, Synergy_Loewe=-36.5, Synergy_HSA=2.02. (4) Drug 1: C1=NC(=NC(=O)N1C2C(C(C(O2)CO)O)O)N. Drug 2: CC1C(C(CC(O1)OC2CC(CC3=C2C(=C4C(=C3O)C(=O)C5=CC=CC=C5C4=O)O)(C(=O)C)O)N)O. Cell line: SW-620. Synergy scores: CSS=45.7, Synergy_ZIP=-8.16, Synergy_Bliss=-8.78, Synergy_Loewe=-4.65, Synergy_HSA=-2.88. (5) Drug 1: C1CCC(CC1)NC(=O)N(CCCl)N=O. Drug 2: CN(CC1=CN=C2C(=N1)C(=NC(=N2)N)N)C3=CC=C(C=C3)C(=O)NC(CCC(=O)O)C(=O)O. Cell line: HCC-2998. Synergy scores: CSS=14.8, Synergy_ZIP=-2.35, Synergy_Bliss=-0.271, Synergy_Loewe=-19.5, Synergy_HSA=-1.99. (6) Drug 1: CC12CCC(CC1=CCC3C2CCC4(C3CC=C4C5=CN=CC=C5)C)O. Drug 2: CC=C1C(=O)NC(C(=O)OC2CC(=O)NC(C(=O)NC(CSSCCC=C2)C(=O)N1)C(C)C)C(C)C. Cell line: A549. Synergy scores: CSS=10.5, Synergy_ZIP=-0.333, Synergy_Bliss=-3.62, Synergy_Loewe=-42.4, Synergy_HSA=-3.90. (7) Drug 1: C1C(C(OC1N2C=NC(=NC2=O)N)CO)O. Drug 2: CC1C(C(CC(O1)OC2CC(CC3=C2C(=C4C(=C3O)C(=O)C5=CC=CC=C5C4=O)O)(C(=O)C)O)N)O. Cell line: CAKI-1. Synergy scores: CSS=35.6, Synergy_ZIP=1.61, Synergy_Bliss=2.23, Synergy_Loewe=-19.7, Synergy_HSA=3.35.